This data is from Full USPTO retrosynthesis dataset with 1.9M reactions from patents (1976-2016). The task is: Predict the reactants needed to synthesize the given product. (1) Given the product [C:29]([O:1][C:2]1[CH:28]=[CH:27][C:5]([CH2:6][C:7]2[C:11]3[C:12](=[O:26])[N:13]([C:20]4[CH:25]=[CH:24][CH:23]=[CH:22][CH:21]=4)[C:14]4[N:15]=[CH:16][CH:17]=[CH:18][C:19]=4[C:10]=3[NH:9][N:8]=2)=[CH:4][CH:3]=1)(=[O:31])[CH3:30], predict the reactants needed to synthesize it. The reactants are: [OH:1][C:2]1[CH:28]=[CH:27][C:5]([CH2:6][C:7]2[C:11]3[C:12](=[O:26])[N:13]([C:20]4[CH:25]=[CH:24][CH:23]=[CH:22][CH:21]=4)[C:14]4[N:15]=[CH:16][CH:17]=[CH:18][C:19]=4[C:10]=3[NH:9][N:8]=2)=[CH:4][CH:3]=1.[C:29](N1C=CN=C1)(=[O:31])[CH3:30]. (2) Given the product [NH2:23][CH:2]1[CH:11]([C:12]([O:14][CH3:15])=[O:13])[CH2:10][CH2:9][CH2:8][C:3]21[CH2:7][CH2:6][CH2:5][CH2:4]2, predict the reactants needed to synthesize it. The reactants are: O=[C:2]1[CH:11]([C:12]([O:14][CH3:15])=[O:13])[CH2:10][CH2:9][CH2:8][C:3]21[CH2:7][CH2:6][CH2:5][CH2:4]2.C([O-])(=O)C.[NH4+].[BH3-]C#[N:23].[Na+]. (3) Given the product [C:1]([C:4]1[C:5]([NH:23][CH2:24][C:25]2[C:30]([F:31])=[CH:29][CH:28]=[C:27]([F:32])[C:26]=2[F:33])=[CH:6][C:7]([NH:23][C:5]2[CH:6]=[CH:7][C:35]([C:36]([OH:38])=[O:37])=[CH:1][CH:4]=2)=[N:8][CH:9]=1)(=[O:3])[NH2:2], predict the reactants needed to synthesize it. The reactants are: [C:1]([C:4]1[C:5]([NH:23][CH2:24][C:25]2[C:30]([F:31])=[CH:29][CH:28]=[C:27]([F:32])[C:26]=2[F:33])=[CH:6][C:7](C2C=CC(C(OC(C)(C)C)=O)=CC=2)=[N:8][CH:9]=1)(=[O:3])[NH2:2].F[C:35](F)(F)[C:36]([OH:38])=[O:37]. (4) Given the product [CH2:1]([CH:4]([CH2:7][CH2:8][CH2:9][CH3:10])[CH:5]([OH:6])[CH2:12][C:13]([O:15][CH3:16])=[O:14])[CH:2]=[CH2:3], predict the reactants needed to synthesize it. The reactants are: [CH2:1]([CH:4]([CH2:7][CH2:8][CH2:9][CH3:10])[CH:5]=[O:6])[CH:2]=[CH2:3].Br[CH2:12][C:13]([O:15][CH3:16])=[O:14].B(OC)(OC)OC.[Cl-].[NH4+]. (5) The reactants are: C([N:3]([CH2:6][CH3:7])CC)C.CS(Cl)(=O)=O.[F:13][C:14]1[CH:15]=[CH:16][C:17]([O:22][CH2:23][O:24][CH3:25])=[C:18](CO)[CH:19]=1.[Cl-].[Na+]. Given the product [F:13][C:14]1[CH:15]=[CH:16][C:17]([O:22][CH2:23][O:24][CH3:25])=[C:18]([CH2:7][C:6]#[N:3])[CH:19]=1, predict the reactants needed to synthesize it. (6) Given the product [CH2:1]([O:3][CH2:4][C:5]1[N:6]([CH2:29][C:30]([OH:33])([CH3:32])[CH3:31])[C:7]2[C:16]3[CH:15]=[CH:14][C:13]([O:17][CH2:18][CH2:19][NH:20][C:21](=[O:27])[O:22][C:23]([CH3:26])([CH3:24])[CH3:25])=[CH:12][C:11]=3[N+:10]([O-:36])=[CH:9][C:8]=2[N:28]=1)[CH3:2], predict the reactants needed to synthesize it. The reactants are: [CH2:1]([O:3][CH2:4][C:5]1[N:6]([CH2:29][C:30]([OH:33])([CH3:32])[CH3:31])[C:7]2[C:16]3[CH:15]=[CH:14][C:13]([O:17][CH2:18][CH2:19][NH:20][C:21](=[O:27])[O:22][C:23]([CH3:26])([CH3:25])[CH3:24])=[CH:12][C:11]=3[N:10]=[CH:9][C:8]=2[N:28]=1)[CH3:2].C(OO)(=[O:36])C.C(O)(=O)C.S(S([O-])=O)([O-])(=O)=O.[Na+].[Na+]. (7) Given the product [Br:1][C:38]1[C:28]([OH:27])=[N:29][C:30]([CH3:39])=[C:31]([CH:37]=1)[C:32]([O:34][CH2:35][CH3:36])=[O:33], predict the reactants needed to synthesize it. The reactants are: [Br:1]N1C(=O)CCC1=O.C(OOC(=O)C1C=CC=CC=1)(=O)C1C=CC=CC=1.[OH:27][C:28]1[CH:38]=[CH:37][C:31]([C:32]([O:34][CH2:35][CH3:36])=[O:33])=[C:30]([CH3:39])[N:29]=1.